Dataset: Reaction yield outcomes from USPTO patents with 853,638 reactions. Task: Predict the reaction yield, written as a fraction of the theoretical maximum amount of product (1.0 means a 100% yield; for example, 0.34 means a 34% yield). (1) The reactants are [CH3:1][C:2]1[CH:3]=[N:4][CH:5]=[CH:6][C:7]=1[NH2:8].[C:9](O[C:9]([O:11][C:12]([CH3:15])([CH3:14])[CH3:13])=[O:10])([O:11][C:12]([CH3:15])([CH3:14])[CH3:13])=[O:10]. The catalyst is C1COCC1.CCCCCC. The product is [C:9]([C:3]1[C:2]([CH3:1])=[C:7]([NH2:8])[CH:6]=[CH:5][N:4]=1)([O:11][C:12]([CH3:15])([CH3:14])[CH3:13])=[O:10]. The yield is 0.780. (2) The reactants are C(O[C:5](=[O:22])[NH:6][CH:7]1[CH2:11][C:10](=[O:12])[O:9][CH:8]1[O:13][CH2:14][CH2:15][C:16]1[CH:21]=[CH:20][CH:19]=[CH:18]C=1)C=C.[N:23]1([C:31]([O:33][C:34]([CH3:37])([CH3:36])[CH3:35])=[O:32])[CH2:30][CH2:29][CH2:28][C@H:24]1C(O)=O. No catalyst specified. The product is [C:34]([O:33][C:31]([N:23]1[CH2:30][CH2:29][CH2:28][CH:24]1[C:5](=[O:22])[NH:6][CH:7]1[CH2:11][C:10](=[O:12])[O:9][CH:8]1[O:13][CH2:14][C:15]1[CH:16]=[CH:21][CH:20]=[CH:19][CH:18]=1)=[O:32])([CH3:37])([CH3:35])[CH3:36]. The yield is 0.940. (3) The reactants are [C:1](#[N:5])[CH2:2][C:3]#[N:4].[H-].[Na+].[CH2:8]=[C:9]1[O:13][C:11](=[O:12])[CH2:10]1.Cl. The catalyst is O1CCCC1. The product is [NH2:4][C:3]1[O:13][C:9]([CH3:8])=[CH:10][C:11](=[O:12])[C:2]=1[C:1]#[N:5]. The yield is 0.800. (4) The reactants are [F:1][C:2]1[CH:3]=[CH:4][C:5]2[C:9]([CH:10]3[CH2:15][CH2:14][N:13]([CH2:16][CH2:17][CH2:18][N:19]4[C:27]5[CH2:26][CH2:25][N:24]([S:28]([CH3:31])(=[O:30])=[O:29])[CH2:23][C:22]=5[C:21]([C:32]5[CH:37]=[CH:36][C:35]([C:38]([F:41])([F:40])[F:39])=[CH:34][CH:33]=5)=[N:20]4)[CH2:12][CH2:11]3)=[C:8]([C:42](O)=[O:43])[S:7][C:6]=2[CH:45]=1.CN(C(O[N:54]1N=[N:61][C:56]2C=CC=C[C:55]1=2)=[N+](C)C)C.F[P-](F)(F)(F)(F)F.CCN(C(C)C)C(C)C.C(N)CN. The catalyst is CN(C=O)C. The product is [NH2:54][CH2:55][CH2:56][NH:61][C:42]([C:8]1[S:7][C:6]2[CH:45]=[C:2]([F:1])[CH:3]=[CH:4][C:5]=2[C:9]=1[CH:10]1[CH2:11][CH2:12][N:13]([CH2:16][CH2:17][CH2:18][N:19]2[C:27]3[CH2:26][CH2:25][N:24]([S:28]([CH3:31])(=[O:29])=[O:30])[CH2:23][C:22]=3[C:21]([C:32]3[CH:33]=[CH:34][C:35]([C:38]([F:40])([F:39])[F:41])=[CH:36][CH:37]=3)=[N:20]2)[CH2:14][CH2:15]1)=[O:43]. The yield is 0.660.